Dataset: Full USPTO retrosynthesis dataset with 1.9M reactions from patents (1976-2016). Task: Predict the reactants needed to synthesize the given product. (1) The reactants are: Cl[C:2]1[CH:3]=[C:4]([C:22]2[N:27]=[C:26]([C:28]3[CH:33]=[CH:32][CH:31]=[CH:30][CH:29]=3)[N:25]=[C:24]([C:34]3[CH:39]=[CH:38][CH:37]=[CH:36][CH:35]=3)[N:23]=2)[CH:5]=[C:6]([C:8]2[C:9]3[C:14]([CH:15]=[C:16]4[C:21]=2[CH:20]=[CH:19][CH:18]=[CH:17]4)=[CH:13][CH:12]=[CH:11][CH:10]=3)[CH:7]=1.[CH3:40][C:41]1[CH:46]=[CH:45][CH:44]=[C:43]([C:47]2[CH:52]=[CH:51][C:50](B3OC(C)(C)C(C)(C)O3)=[CH:49][CH:48]=2)[N:42]=1.C(=O)([O-])[O-].[K+].[K+].O1CCCC1. Given the product [C:28]1([C:26]2[N:25]=[C:24]([C:34]3[CH:39]=[CH:38][CH:37]=[CH:36][CH:35]=3)[N:23]=[C:22]([C:4]3[CH:3]=[C:2]([C:50]4[CH:49]=[CH:48][C:47]([C:43]5[CH:44]=[CH:45][CH:46]=[C:41]([CH3:40])[N:42]=5)=[CH:52][CH:51]=4)[CH:7]=[C:6]([C:8]4[C:21]5[C:16]([CH:15]=[C:14]6[C:9]=4[CH:10]=[CH:11][CH:12]=[CH:13]6)=[CH:17][CH:18]=[CH:19][CH:20]=5)[CH:5]=3)[N:27]=2)[CH:29]=[CH:30][CH:31]=[CH:32][CH:33]=1, predict the reactants needed to synthesize it. (2) The reactants are: Br[C:2]1[CH:3]=[N:4][C:5]([Cl:8])=[N:6][CH:7]=1.[CH3:9][N:10]1[CH:14]=[C:13](B2OC(C)(C)C(C)(C)O2)[CH:12]=[N:11]1.C([O-])([O-])=O.[Cs+].[Cs+].C(Cl)Cl. Given the product [Cl:8][C:5]1[N:4]=[CH:3][C:2]([C:13]2[CH:12]=[N:11][N:10]([CH3:9])[CH:14]=2)=[CH:7][N:6]=1, predict the reactants needed to synthesize it. (3) The reactants are: Br[C:2]1[CH:7]=[CH:6][C:5](/[CH:8]=[C:9](\Cl)/[C:10]2[CH:15]=[CH:14][C:13]([CH2:16][CH2:17][CH2:18][CH2:19][CH2:20][CH3:21])=[CH:12][CH:11]=2)=[CH:4][CH:3]=1.[OH-].[K+].[O:25]1CCOC[CH2:26]1. Given the product [CH2:16]([C:13]1[CH:14]=[CH:15][C:10]([C:9]#[C:8][C:5]2[CH:6]=[CH:7][C:2]([CH:26]=[O:25])=[CH:3][CH:4]=2)=[CH:11][CH:12]=1)[CH2:17][CH2:18][CH2:19][CH2:20][CH3:21], predict the reactants needed to synthesize it. (4) Given the product [CH2:1]([NH:5][C:6]([C:8]1[C:17](=[O:18])[C:16]2[C:11](=[N:12][CH:13]=[CH:14][CH:15]=2)[N:10]([C:19]2[CH:24]=[CH:23][CH:22]=[C:21]([C:25]3[CH:26]=[N+:27]([O-:50])[C:28]([C:31]([OH:34])([CH3:32])[CH3:33])=[CH:29][CH:30]=3)[CH:20]=2)[CH:9]=1)=[O:7])[CH:2]([CH3:4])[CH3:3], predict the reactants needed to synthesize it. The reactants are: [CH2:1]([NH:5][C:6]([C:8]1[C:17](=[O:18])[C:16]2[C:11](=[N:12][CH:13]=[CH:14][CH:15]=2)[N:10]([C:19]2[CH:24]=[CH:23][CH:22]=[C:21]([C:25]3[CH:26]=[N:27][C:28]([C:31]([OH:34])([CH3:33])[CH3:32])=[CH:29][CH:30]=3)[CH:20]=2)[CH:9]=1)=[O:7])[CH:2]([CH3:4])[CH3:3].C(Cl)Cl.CO.O.O.O.O.O.O.C(O[O-])(=O)C1C(=CC=CC=1)C([O-])=[O:50].[Mg+2]. (5) Given the product [F:8][C:4]1[CH:5]=[CH:6][CH:7]=[C:2]([F:1])[C:3]=1[C:9]1[N:14]=[C:13]([C:15]([NH:17][C:18]2[C:19]([N:28]3[CH2:33][CH2:32][CH2:31][C@H:30]([NH:34][C:35](=[O:41])[O:36][C:37]([CH3:38])([CH3:39])[CH3:40])[CH2:29]3)=[C:20]3[CH2:26][CH2:25][C:24](=[O:27])[C:21]3=[N:22][CH:23]=2)=[O:16])[CH:12]=[CH:11][C:10]=1[F:42], predict the reactants needed to synthesize it. The reactants are: [F:1][C:2]1[CH:7]=[CH:6][CH:5]=[C:4]([F:8])[C:3]=1[C:9]1[N:14]=[C:13]([C:15]([NH:17][C:18]2[C:19]([N:28]3[CH2:33][CH2:32][CH2:31][C@H:30]([NH:34][C:35](=[O:41])[O:36][C:37]([CH3:40])([CH3:39])[CH3:38])[CH2:29]3)=[C:20]3[CH2:26][CH2:25][CH:24]([OH:27])[C:21]3=[N:22][CH:23]=2)=[O:16])[CH:12]=[CH:11][C:10]=1[F:42].CC(OI1(OC(C)=O)(OC(C)=O)OC(=O)C2C=CC=CC1=2)=O.[OH-].[Na+]. (6) Given the product [C:29]([C:26]1[CH:25]=[CH:24][C:23]([S:20]([N:7]2[C:6]3[C:33]([CH3:34])=[C:2]([C:49]#[N:48])[CH:3]=[CH:4][C:5]=3[NH:11][C:10]3[N:12]=[C:13]([C:16]([F:17])([F:18])[F:19])[CH:14]=[CH:15][C:9]=3[CH2:8]2)(=[O:21])=[O:22])=[CH:28][CH:27]=1)([CH3:31])([CH3:32])[CH3:30], predict the reactants needed to synthesize it. The reactants are: Br[C:2]1[CH:3]=[CH:4][C:5]2[NH:11][C:10]3[N:12]=[C:13]([C:16]([F:19])([F:18])[F:17])[CH:14]=[CH:15][C:9]=3[CH2:8][N:7]([S:20]([C:23]3[CH:28]=[CH:27][C:26]([C:29]([CH3:32])([CH3:31])[CH3:30])=[CH:25][CH:24]=3)(=[O:22])=[O:21])[C:6]=2[C:33]=1[CH3:34].C(C1C=CC(S([N:48]2C3C=C(C#N)C=CC=3NC3N=C(C(F)(F)F)C=CC=3[CH2:49]2)(=O)=O)=CC=1)(C)(C)C.